From a dataset of NCI-60 drug combinations with 297,098 pairs across 59 cell lines. Regression. Given two drug SMILES strings and cell line genomic features, predict the synergy score measuring deviation from expected non-interaction effect. Cell line: NCI-H322M. Synergy scores: CSS=18.1, Synergy_ZIP=3.66, Synergy_Bliss=4.96, Synergy_Loewe=-37.6, Synergy_HSA=3.37. Drug 1: CC1=C(C=C(C=C1)NC2=NC=CC(=N2)N(C)C3=CC4=NN(C(=C4C=C3)C)C)S(=O)(=O)N.Cl. Drug 2: CC1CCC2CC(C(=CC=CC=CC(CC(C(=O)C(C(C(=CC(C(=O)CC(OC(=O)C3CCCCN3C(=O)C(=O)C1(O2)O)C(C)CC4CCC(C(C4)OC)O)C)C)O)OC)C)C)C)OC.